This data is from Full USPTO retrosynthesis dataset with 1.9M reactions from patents (1976-2016). The task is: Predict the reactants needed to synthesize the given product. (1) The reactants are: C(OC([N:8]1[CH2:13][CH2:12][C:11]([CH2:15][O:16][C:17]2[N:18]=[N:19][C:20]([CH2:36][CH2:37][CH2:38][CH3:39])=[C:21]([C:23]3[CH:28]=[CH:27][C:26]([O:29][CH:30]4[CH2:35][CH2:34][CH2:33][CH2:32][CH2:31]4)=[CH:25][CH:24]=3)[CH:22]=2)([F:14])[CH2:10][CH2:9]1)=O)(C)(C)C.[ClH:40]. Given the product [ClH:40].[ClH:40].[CH2:36]([C:20]1[N:19]=[N:18][C:17]([O:16][CH2:15][C:11]2([F:14])[CH2:12][CH2:13][NH:8][CH2:9][CH2:10]2)=[CH:22][C:21]=1[C:23]1[CH:24]=[CH:25][C:26]([O:29][CH:30]2[CH2:31][CH2:32][CH2:33][CH2:34][CH2:35]2)=[CH:27][CH:28]=1)[CH2:37][CH2:38][CH3:39], predict the reactants needed to synthesize it. (2) Given the product [Cl:1][C:2]1[CH:3]=[CH:4][C:5]([C:8]2[CH2:13][C:12]([CH3:14])([CH3:15])[CH2:11][CH2:10][C:9]=2[CH2:16][N:17]2[CH2:22][CH2:21][N:20]([C:23]3[CH:33]=[CH:32][C:26]([C:27]([O:29][CH2:30][CH3:31])=[O:28])=[C:25]([O:34][C:35]4[CH:40]=[CH:39][CH:38]=[C:37]([O:41][CH2:44][O:45][CH3:46])[C:36]=4[CH3:42])[CH:24]=3)[CH2:19][CH2:18]2)=[CH:6][CH:7]=1, predict the reactants needed to synthesize it. The reactants are: [Cl:1][C:2]1[CH:7]=[CH:6][C:5]([C:8]2[CH2:13][C:12]([CH3:15])([CH3:14])[CH2:11][CH2:10][C:9]=2[CH2:16][N:17]2[CH2:22][CH2:21][N:20]([C:23]3[CH:33]=[CH:32][C:26]([C:27]([O:29][CH2:30][CH3:31])=[O:28])=[C:25]([O:34][C:35]4[CH:40]=[CH:39][CH:38]=[C:37]([OH:41])[C:36]=4[CH3:42])[CH:24]=3)[CH2:19][CH2:18]2)=[CH:4][CH:3]=1.Cl[CH2:44][O:45][CH3:46].C(=O)([O-])[O-].[Cs+].[Cs+].